Dataset: Reaction yield outcomes from USPTO patents with 853,638 reactions. Task: Predict the reaction yield, written as a fraction of the theoretical maximum amount of product (1.0 means a 100% yield; for example, 0.34 means a 34% yield). (1) The reactants are Cl.[NH2:2][C:3]1[CH:8]([N:9]2[C:17](=[O:18])[C:16]3[C:11](=[CH:12][CH:13]=[CH:14][CH:15]=3)[C:10]2=[O:19])[CH2:7][CH2:6][CH2:5][N:4]=1.C[O-].[Na+].[Na].[N:24]1[CH:29]=[CH:28][C:27]([C:30](=O)[CH2:31][C:32](OCC)=[O:33])=[CH:26][CH:25]=1. The catalyst is C1(C)C=CC=CC=1.CO. The product is [O:33]=[C:32]1[N:4]2[CH2:5][CH2:6][CH2:7][CH:8]([N:9]3[C:10](=[O:19])[C:11]4[C:16](=[CH:15][CH:14]=[CH:13][CH:12]=4)[C:17]3=[O:18])[C:3]2=[N:2][C:30]([C:27]2[CH:28]=[CH:29][N:24]=[CH:25][CH:26]=2)=[CH:31]1. The yield is 0.340. (2) The reactants are C(NC(C)C)(C)C.C([Li])CCC.[C:13]([C:15]1[CH:20]=[CH:19][C:18]([O:21][CH3:22])=[C:17]([F:23])[CH:16]=1)#[CH:14].Cl[C:25]([O:27][CH2:28][CH3:29])=[O:26]. The catalyst is O1CCCC1. The product is [F:23][C:17]1[CH:16]=[C:15]([C:13]#[C:14][C:25]([O:27][CH2:28][CH3:29])=[O:26])[CH:20]=[CH:19][C:18]=1[O:21][CH3:22]. The yield is 0.0630. (3) The reactants are B(Br)(Br)Br.[Cl:5][C:6]1[CH:11]=[CH:10][C:9]([CH2:12][C:13]#[N:14])=[CH:8][C:7]=1[O:15]C.O. The catalyst is C(Cl)Cl. The product is [Cl:5][C:6]1[CH:11]=[CH:10][C:9]([CH2:12][C:13]#[N:14])=[CH:8][C:7]=1[OH:15]. The yield is 0.850. (4) The reactants are C[O:2][C:3](=[O:36])[CH:4]([NH:16][C:17]([N:19]1[CH2:24][CH2:23][CH:22]([N:25]2[CH2:34][C:33]3[C:28](=[CH:29][CH:30]=[CH:31][CH:32]=3)[NH:27][C:26]2=[O:35])[CH2:21][CH2:20]1)=[O:18])[CH2:5][C:6]1[CH:7]=[C:8]2[C:12](=[C:13]([CH3:15])[CH:14]=1)[NH:11][N:10]=[CH:9]2.O1CCCC1.CO.[OH-].[Li+]. The catalyst is O. The product is [CH3:15][C:13]1[CH:14]=[C:6]([CH2:5][CH:4]([NH:16][C:17]([N:19]2[CH2:20][CH2:21][CH:22]([N:25]3[CH2:34][C:33]4[C:28](=[CH:29][CH:30]=[CH:31][CH:32]=4)[NH:27][C:26]3=[O:35])[CH2:23][CH2:24]2)=[O:18])[C:3]([OH:36])=[O:2])[CH:7]=[C:8]2[C:12]=1[NH:11][N:10]=[CH:9]2. The yield is 0.750. (5) The reactants are [CH3:1][N:2]1[CH2:7][CH2:6][CH:5]([NH:8][CH2:9][C:10]2[CH:15]=[C:14]([F:16])[CH:13]=[C:12]([N+:17]([O-])=O)[CH:11]=2)[CH2:4][CH2:3]1.CO.Cl.[OH-].[Na+]. The catalyst is C(OCC)(=O)C.[Fe]. The product is [CH3:1][N:2]1[CH2:3][CH2:4][CH:5]([NH:8][CH2:9][C:10]2[CH:15]=[C:14]([F:16])[CH:13]=[C:12]([NH2:17])[CH:11]=2)[CH2:6][CH2:7]1. The yield is 0.690. (6) The reactants are Cl[S:2]([CH2:5][CH2:6][CH2:7][NH:8][C:9](=[O:11])[CH3:10])(=[O:4])=[O:3].C(N(CC)CC)C.[CH3:19][C:20]([CH3:34])([C@@H:23]([O:26][CH2:27][C:28]1[CH:33]=[CH:32][CH:31]=[CH:30][CH:29]=1)[CH:24]=[CH2:25])[CH2:21][OH:22]. The catalyst is ClCCl.CN(C1C=CN=CC=1)C. The product is [C:9]([NH:8][CH2:7][CH2:6][CH2:5][S:2]([O:22][CH2:21][C:20]([CH3:34])([CH3:19])[C@@H:23]([O:26][CH2:27][C:28]1[CH:33]=[CH:32][CH:31]=[CH:30][CH:29]=1)[CH:24]=[CH2:25])(=[O:4])=[O:3])(=[O:11])[CH3:10]. The yield is 0.400. (7) The reactants are [Br:1][C:2]1[CH:11]=[CH:10][C:5]([C:6]([O:8][CH3:9])=[O:7])=[CH:4][C:3]=1[CH2:12]Br.[C:14]([O-:17])(=[O:16])[CH3:15].[Na+]. The catalyst is CC(O)=O. The product is [C:14]([O:17][CH2:12][C:3]1[CH:4]=[C:5]([CH:10]=[CH:11][C:2]=1[Br:1])[C:6]([O:8][CH3:9])=[O:7])(=[O:16])[CH3:15]. The yield is 0.790. (8) The reactants are [Br:1][C:2]1[CH:3]=[CH:4][C:5]2[C:11]3[S:12][C:13]([C:15](=[N:24][NH2:25])[NH:16][C:17]4[CH:22]=[CH:21][CH:20]=[CH:19][C:18]=4[Cl:23])=[CH:14][C:10]=3[CH2:9][CH2:8][O:7][C:6]=2[CH:26]=1.C1N=CN([C:32](N2C=NC=C2)=[O:33])C=1. The catalyst is C1COCC1.O. The product is [Br:1][C:2]1[CH:3]=[CH:4][C:5]2[C:11]3[S:12][C:13]([C:15]4[N:16]([C:17]5[CH:22]=[CH:21][CH:20]=[CH:19][C:18]=5[Cl:23])[C:32](=[O:33])[NH:25][N:24]=4)=[CH:14][C:10]=3[CH2:9][CH2:8][O:7][C:6]=2[CH:26]=1. The yield is 0.920.